Dataset: Full USPTO retrosynthesis dataset with 1.9M reactions from patents (1976-2016). Task: Predict the reactants needed to synthesize the given product. Given the product [NH:32]1[C:40]2[C:35](=[CH:36][CH:37]=[CH:38][CH:39]=2)[C:34]([CH2:8][C:9]2[S:24][C:12]3[N:13]([CH2:20][CH:21]([CH3:22])[CH3:23])[C:14](=[O:19])[N:15]([CH3:18])[C:16](=[O:17])[C:11]=3[C:10]=2[C:41]([O:42][CH3:47])=[O:44])=[CH:33]1, predict the reactants needed to synthesize it. The reactants are: ClC1N=C(C)N([CH2:8][C:9]2[S:24][C:12]3[N:13]([CH2:20][CH:21]([CH3:23])[CH3:22])[C:14](=[O:19])[N:15]([CH3:18])[C:16](=[O:17])[C:11]=3[C:10]=2C(N(OC)C)=O)C=1Cl.[NH:32]1[C:40]2[C:35](=[CH:36][CH:37]=[CH:38][CH:39]=2)[CH:34]=[CH:33]1.[C:41](=[O:44])([O-])[OH:42].[Na+].O.[CH:47](Cl)(Cl)Cl.